This data is from Full USPTO retrosynthesis dataset with 1.9M reactions from patents (1976-2016). The task is: Predict the reactants needed to synthesize the given product. (1) Given the product [NH2:1][C:2]1[CH:3]=[C:4]([C:5]([N:47]2[CH2:46][CH:45]([C:42]3[CH:43]=[CH:44][C:39]([Br:38])=[CH:40][CH:41]=3)[CH2:48]2)=[O:7])[CH:8]=[CH:9][C:10]=1[O:11][CH3:12], predict the reactants needed to synthesize it. The reactants are: [NH2:1][C:2]1[CH:3]=[C:4]([CH:8]=[CH:9][C:10]=1[O:11][CH3:12])[C:5]([OH:7])=O.CN(C(ON1N=NC2C=CC=CC1=2)=[N+](C)C)C.F[P-](F)(F)(F)(F)F.Cl.[Br:38][C:39]1[CH:44]=[CH:43][C:42]([CH:45]2[CH2:48][NH:47][CH2:46]2)=[CH:41][CH:40]=1.CCN(C(C)C)C(C)C. (2) The reactants are: Cl.[N+](C1C=CC([O:11][C:12](=O)[NH:13][C:14]2[CH:19]=[CH:18][CH:17]=[C:16]([CH:20]3[C:29]4[C:24](=[C:25]([Cl:31])[CH:26]=[C:27]([Cl:30])[CH:28]=4)[CH2:23][N:22]([CH3:32])[CH2:21]3)[CH:15]=2)=CC=1)([O-])=O.[NH2:34][CH2:35][CH2:36][OH:37]. Given the product [Cl:30][C:27]1[CH:28]=[C:29]2[C:24](=[C:25]([Cl:31])[CH:26]=1)[CH2:23][N:22]([CH3:32])[CH2:21][CH:20]2[C:16]1[CH:15]=[C:14]([NH:13][C:12]([NH:34][CH2:35][CH2:36][OH:37])=[O:11])[CH:19]=[CH:18][CH:17]=1, predict the reactants needed to synthesize it. (3) Given the product [CH:17]1([NH:18][C:19]([C:20]2[CH:21]=[C:22]([C:2]3[CH:7]=[CH:6][C:5]([C:8]4[O:9][C:10]([CH3:13])=[N:11][N:12]=4)=[CH:4][CH:3]=3)[C:23]([CH3:26])=[CH:24][CH:25]=2)=[O:36])[CH2:14][CH2:16]1, predict the reactants needed to synthesize it. The reactants are: I[C:2]1[CH:7]=[CH:6][C:5]([C:8]2[O:9][C:10]([CH3:13])=[N:11][N:12]=2)=[CH:4][CH:3]=1.[CH:14]1([CH2:17][NH:18][C:19](=[O:36])[C:20]2[CH:25]=[CH:24][C:23]([CH3:26])=[C:22](B3OC(C)(C)C(C)(C)O3)[CH:21]=2)[CH2:16]C1. (4) Given the product [O:25]=[C:10]([NH:11][C:12]1[CH:13]=[CH:14][C:15]([O:18][C:19]2[CH:24]=[CH:23][CH:22]=[CH:21][CH:20]=2)=[CH:16][CH:17]=1)[CH2:9][N:6]1[CH2:7][CH2:8][C:3]([CH2:26][C:27]2[CH:28]=[CH:29][C:30]([C:31]([O:33][CH3:34])=[O:32])=[CH:35][CH:36]=2)([CH2:2][NH:1][CH2:41][C:40]2[C:43]([O:49][CH3:50])=[CH:44][C:45]([O:47][CH3:48])=[CH:46][C:39]=2[O:38][CH3:37])[CH2:4][CH2:5]1, predict the reactants needed to synthesize it. The reactants are: [NH2:1][CH2:2][C:3]1([CH2:26][C:27]2[CH:36]=[CH:35][C:30]([C:31]([O:33][CH3:34])=[O:32])=[CH:29][CH:28]=2)[CH2:8][CH2:7][N:6]([CH2:9][C:10](=[O:25])[NH:11][C:12]2[CH:17]=[CH:16][C:15]([O:18][C:19]3[CH:24]=[CH:23][CH:22]=[CH:21][CH:20]=3)=[CH:14][CH:13]=2)[CH2:5][CH2:4]1.[CH3:37][O:38][C:39]1[CH:46]=[C:45]([O:47][CH3:48])[CH:44]=[C:43]([O:49][CH3:50])[C:40]=1[CH:41]=O.C(O)(=O)C.C(O[BH-](OC(=O)C)OC(=O)C)(=O)C.[Na+]. (5) Given the product [CH2:28]([O:27][C:25](=[O:26])[NH:24][C@H:12]([C:13]([C:15]1[S:16][C:17]2[CH:23]=[CH:22][CH:21]=[CH:20][C:18]=2[N:19]=1)=[O:14])[CH2:11][CH2:10][CH2:9][CH2:8][NH:7][C:6]([O:5][C:1]([CH3:4])([CH3:3])[CH3:2])=[O:35])[C:29]1[CH:34]=[CH:33][CH:32]=[CH:31][CH:30]=1, predict the reactants needed to synthesize it. The reactants are: [C:1]([O:5][C:6](=[O:35])[NH:7][CH2:8][CH2:9][CH2:10][CH2:11][C@H:12]([NH:24][C:25]([O:27][CH2:28][C:29]1[CH:34]=[CH:33][CH:32]=[CH:31][CH:30]=1)=[O:26])[CH:13]([C:15]1[S:16][C:17]2[CH:23]=[CH:22][CH:21]=[CH:20][C:18]=2[N:19]=1)[OH:14])([CH3:4])([CH3:3])[CH3:2].CC(OI1(OC(C)=O)(OC(C)=O)OC(=O)C2C=CC=CC1=2)=O. (6) Given the product [CH3:10][O:11][C:12](=[O:22])[CH2:13][CH2:14][CH2:15][CH2:16][CH2:17][CH2:18][CH:19]([CH:20]=[O:21])[CH3:1], predict the reactants needed to synthesize it. The reactants are: [C:1](Cl)(=O)C(Cl)=O.ClCCl.[CH3:10][O:11][C:12](=[O:22])[CH2:13][CH2:14][CH2:15][CH2:16][CH2:17][CH2:18][CH2:19][CH2:20][OH:21].[Cl-].[NH4+]. (7) The reactants are: Cl[C:2]1[C:19]([N+:20]([O-:22])=[O:21])=[CH:18][C:17]([N+:23]([O-:25])=[O:24])=[CH:16][C:3]=1[C:4]([NH:6][CH2:7][CH2:8][O:9][CH:10]1[CH2:15][CH2:14][CH2:13][CH2:12][O:11]1)=[O:5].[Li+].[Br-:27].[N:28]1([CH2:31][CH2:32][OH:33])[CH2:30][CH2:29]1.O. Given the product [Br:27][CH2:30][CH2:29][N:28]([CH2:31][CH2:32][OH:33])[C:2]1[C:19]([N+:20]([O-:22])=[O:21])=[CH:18][C:17]([N+:23]([O-:25])=[O:24])=[CH:16][C:3]=1[C:4]([NH:6][CH2:7][CH2:8][O:9][CH:10]1[CH2:15][CH2:14][CH2:13][CH2:12][O:11]1)=[O:5], predict the reactants needed to synthesize it.